This data is from Reaction yield outcomes from USPTO patents with 853,638 reactions. The task is: Predict the reaction yield, written as a fraction of the theoretical maximum amount of product (1.0 means a 100% yield; for example, 0.34 means a 34% yield). (1) The reactants are [Br:1][C:2]1[CH:11]=[CH:10][C:5]([C:6]([O:8][CH3:9])=[O:7])=[CH:4][C:3]=1[OH:12].Br[CH2:14][CH2:15][N:16]1[C:24](=[O:25])[C:23]2[C:18](=[CH:19][CH:20]=[CH:21][CH:22]=2)[C:17]1=[O:26].[H-].[Na+]. The catalyst is CN(C=O)C.CCOC(C)=O. The product is [CH3:9][O:8][C:6](=[O:7])[C:5]1[CH:10]=[CH:11][C:2]([Br:1])=[C:3]([O:12][CH2:14][CH2:15][N:16]2[C:17](=[O:26])[C:18]3[C:23](=[CH:22][CH:21]=[CH:20][CH:19]=3)[C:24]2=[O:25])[CH:4]=1. The yield is 0.103. (2) The reactants are Br[CH2:2][C:3]([C:5]1[CH:10]=[CH:9][C:8]([F:11])=[CH:7][CH:6]=1)=O.[CH2:12]([O:14][C:15]([C:17]1[S:21][C:20]([NH2:22])=[N:19][C:18]=1[CH3:23])=[O:16])[CH3:13]. The catalyst is C(O)C. The product is [CH2:12]([O:14][C:15]([C:17]1[S:21][C:20]2=[N:22][C:3]([C:5]3[CH:10]=[CH:9][C:8]([F:11])=[CH:7][CH:6]=3)=[CH:2][N:19]2[C:18]=1[CH3:23])=[O:16])[CH3:13]. The yield is 0.320. (3) The reactants are F[C:2]1[CH:7]=[C:6]([C:8]([F:11])([F:10])[F:9])[CH:5]=[C:4]([F:12])[C:3]=1[N+:13]([O-:15])=[O:14].[Br:16][C:17]1[NH:18][CH:19]=[C:20]([CH3:22])[N:21]=1.C([O-])([O-])=O.[K+].[K+].O. The catalyst is CN(C=O)C. The product is [Br:16][C:17]1[N:18]([C:2]2[CH:7]=[C:6]([C:8]([F:11])([F:10])[F:9])[CH:5]=[C:4]([F:12])[C:3]=2[N+:13]([O-:15])=[O:14])[CH:19]=[C:20]([CH3:22])[N:21]=1. The yield is 0.550. (4) The reactants are [N:1]([O-])=O.[Na+].[Br:5][C:6]1[CH:7]=[C:8]2[C:12](=[CH:13][CH:14]=1)[NH:11][CH:10]=[CH:9]2.Cl.[OH2:16]. The catalyst is CC(C)=O. The product is [Br:5][C:6]1[CH:7]=[C:8]2[C:12](=[CH:13][CH:14]=1)[NH:11][N:1]=[C:9]2[CH:10]=[O:16]. The yield is 0.760.